The task is: Predict which catalyst facilitates the given reaction.. This data is from Catalyst prediction with 721,799 reactions and 888 catalyst types from USPTO. (1) Reactant: [OH-].[Li+].[F:3][C:4]1[CH:28]=[CH:27][CH:26]=[C:25]([F:29])[C:5]=1[CH2:6][O:7][C:8]1[C:9]2[N:10]([C:16]([C:20]([O:22]CC)=[O:21])=[C:17]([CH3:19])[N:18]=2)[CH:11]=[C:12]([O:14][CH3:15])[CH:13]=1.Cl. The catalyst class is: 219. Product: [F:3][C:4]1[CH:28]=[CH:27][CH:26]=[C:25]([F:29])[C:5]=1[CH2:6][O:7][C:8]1[C:9]2[N:10]([C:16]([C:20]([OH:22])=[O:21])=[C:17]([CH3:19])[N:18]=2)[CH:11]=[C:12]([O:14][CH3:15])[CH:13]=1. (2) Reactant: [Br:1][C:2]1[CH:3]=[C:4]([CH2:8][CH2:9][CH2:10][CH2:11][CH2:12]O)[CH:5]=[CH:6][CH:7]=1.C(N(S(F)(F)[F:20])CC)C.O. Product: [Br:1][C:2]1[CH:7]=[CH:6][CH:5]=[C:4]([CH2:8][CH2:9][CH2:10][CH2:11][CH2:12][F:20])[CH:3]=1. The catalyst class is: 2. (3) Reactant: [OH:1][CH:2]1[C:30]2[C:25](=[CH:26][CH:27]=[CH:28][CH:29]=2)[O:24][C:4]2([CH2:9][CH2:8][N:7]([C:10]([C:12]3[CH:17]=[CH:16][C:15]([O:18][CH:19]([CH3:21])[CH3:20])=[C:14]([O:22][CH3:23])[CH:13]=3)=[O:11])[CH2:6][CH2:5]2)[CH2:3]1.[H-].[Na+].[CH3:33]I. Product: [CH:19]([O:18][C:15]1[CH:16]=[CH:17][C:12]([C:10]([N:7]2[CH2:6][CH2:5][C:4]3([CH2:3][CH:2]([O:1][CH3:33])[C:30]4[C:25](=[CH:26][CH:27]=[CH:28][CH:29]=4)[O:24]3)[CH2:9][CH2:8]2)=[O:11])=[CH:13][C:14]=1[O:22][CH3:23])([CH3:20])[CH3:21]. The catalyst class is: 1. (4) Reactant: [CH:1]1[C:6]([OH:7])=[CH:5][CH:4]=[C:3]([CH3:8])[CH:2]=1.N(C(OC(C)C)=O)=NC(OC(C)C)=O.C1(P(C2C=CC=CC=2)C2C=CC=CC=2)C=CC=CC=1.[CH2:42](O)[C:43]([CH3:46])([CH3:45])[CH3:44]. Product: [CH3:42][C:43]([CH3:46])([CH3:45])[CH2:44][O:7][C:6]1[CH:5]=[CH:4][C:3]([CH3:8])=[CH:2][CH:1]=1. The catalyst class is: 1. (5) Reactant: [CH2:1]([O:8][C:9]([NH:11][C:12]1[CH:20]=[CH:19][C:18]([OH:21])=[CH:17][C:13]=1[C:14]([OH:16])=O)=[O:10])[C:2]1[CH:7]=[CH:6][CH:5]=[CH:4][CH:3]=1.Cl.[CH3:23][NH:24][O:25][CH3:26].C(N(CC)CC)C.Cl.C(N=C=NCCCN(C)C)C.[Si:46](Cl)([C:49]([CH3:52])([CH3:51])[CH3:50])([CH3:48])[CH3:47].N1C=CN=C1. Product: [Si:46]([O:21][C:18]1[CH:19]=[CH:20][C:12]([NH:11][C:9](=[O:10])[O:8][CH2:1][C:2]2[CH:3]=[CH:4][CH:5]=[CH:6][CH:7]=2)=[C:13]([C:14]([N:24]([O:25][CH3:26])[CH3:23])=[O:16])[CH:17]=1)([C:49]([CH3:52])([CH3:51])[CH3:50])([CH3:48])[CH3:47]. The catalyst class is: 35. (6) Reactant: [Cl:1][C:2]1[C:10]([C:11]([C:14]#[N:15])([CH3:13])[CH3:12])=[CH:9][CH:8]=[CH:7][C:3]=1[C:4]([OH:6])=O.C(Cl)(=O)C(Cl)=O.CN(C)C=O.[NH2:27][C:28]1[CH:29]=[C:30]([CH:49]=[CH:50][CH:51]=1)[O:31][C:32]1[CH:46]=[CH:45][C:35]2[N:36]=[C:37]([NH:39][C:40]([CH:42]3[CH2:44][CH2:43]3)=[O:41])[S:38][C:34]=2[C:33]=1[C:47]#[N:48]. Product: [Cl:1][C:2]1[C:10]([C:11]([C:14]#[N:15])([CH3:13])[CH3:12])=[CH:9][CH:8]=[CH:7][C:3]=1[C:4]([NH:27][C:28]1[CH:51]=[CH:50][CH:49]=[C:30]([O:31][C:32]2[CH:46]=[CH:45][C:35]3[N:36]=[C:37]([NH:39][C:40]([CH:42]4[CH2:44][CH2:43]4)=[O:41])[S:38][C:34]=3[C:33]=2[C:47]#[N:48])[CH:29]=1)=[O:6]. The catalyst class is: 54. (7) Reactant: [OH-].[Na+].[F:3][C:4]1[CH:5]=[C:6]([CH2:11][C:12]#[N:13])[CH:7]=[CH:8][C:9]=1[F:10].Br[CH2:15][CH2:16]Cl. Product: [F:3][C:4]1[CH:5]=[C:6]([C:11]2([C:12]#[N:13])[CH2:16][CH2:15]2)[CH:7]=[CH:8][C:9]=1[F:10]. The catalyst class is: 786. (8) Reactant: [Br:1][C:2]1[CH:3]=[N:4][C:5]([OH:8])=[N:6][CH:7]=1.[CH:9]([C:12]1[N:16]=[C:15]([N:17]2[CH2:22][CH2:21][CH:20]([C@H:23]([CH3:27])[CH2:24][CH2:25]O)[CH2:19][CH2:18]2)[O:14][N:13]=1)([CH3:11])[CH3:10].N(C(OCC)=O)=NC(OCC)=O.C1(P(C2C=CC=CC=2)C2C=CC=CC=2)C=CC=CC=1. Product: [Br:1][C:2]1[CH:3]=[N:4][C:5]([O:8][CH2:25][CH2:24][C@H:23]([CH:20]2[CH2:21][CH2:22][N:17]([C:15]3[O:14][N:13]=[C:12]([CH:9]([CH3:10])[CH3:11])[N:16]=3)[CH2:18][CH2:19]2)[CH3:27])=[N:6][CH:7]=1. The catalyst class is: 1. (9) Reactant: C(N(CC)CC)C.[CH:8]1[C:17]2[C:12](=[CH:13][CH:14]=[CH:15][CH:16]=2)[CH:11]=[CH:10][C:9]=1[S:18](Cl)(=[O:20])=[O:19].[OH:22][CH2:23][CH2:24][CH2:25][CH:26]([C:56]([O:58][C:59]([CH3:62])([CH3:61])[CH3:60])=[O:57])[CH2:27][C@@H:28]([C:49]([O:51][C:52]([CH3:55])([CH3:54])[CH3:53])=[O:50])[NH:29][C:30]([C:43]1[CH:48]=[CH:47][CH:46]=[CH:45][CH:44]=1)([C:37]1[CH:42]=[CH:41][CH:40]=[CH:39][CH:38]=1)[C:31]1[CH:36]=[CH:35][CH:34]=[CH:33][CH:32]=1. Product: [CH:8]1[C:17]2[C:12](=[CH:13][CH:14]=[CH:15][CH:16]=2)[CH:11]=[CH:10][C:9]=1[S:18]([O:22][CH2:23][CH2:24][CH2:25][CH:26]([C:56]([O:58][C:59]([CH3:62])([CH3:61])[CH3:60])=[O:57])[CH2:27][C@@H:28]([C:49]([O:51][C:52]([CH3:54])([CH3:55])[CH3:53])=[O:50])[NH:29][C:30]([C:31]1[CH:36]=[CH:35][CH:34]=[CH:33][CH:32]=1)([C:43]1[CH:48]=[CH:47][CH:46]=[CH:45][CH:44]=1)[C:37]1[CH:38]=[CH:39][CH:40]=[CH:41][CH:42]=1)(=[O:19])=[O:20]. The catalyst class is: 4. (10) Reactant: C([BH3-])#N.[Na+].C(O)(=O)C.[CH3:9][O:10][N:11]=[CH:12][CH2:13][CH2:14][CH2:15][N:16]1[C:28]2[C:27]3[N:26]=[CH:25][CH:24]=[CH:23][C:22]=3[N:21]=[C:20]([NH2:29])[C:19]=2[N:18]=[C:17]1[CH2:30][CH2:31][CH3:32]. Product: [CH3:9][O:10][NH:11][CH2:12][CH2:13][CH2:14][CH2:15][N:16]1[C:28]2[C:27]3[N:26]=[CH:25][CH:24]=[CH:23][C:22]=3[N:21]=[C:20]([NH2:29])[C:19]=2[N:18]=[C:17]1[CH2:30][CH2:31][CH3:32]. The catalyst class is: 5.